This data is from Forward reaction prediction with 1.9M reactions from USPTO patents (1976-2016). The task is: Predict the product of the given reaction. Given the reactants [CH2:1]1[N:6]([CH2:7][CH2:8][CH2:9][CH2:10][O:11][C:12]2[CH:17]=[CH:16][C:15]3[CH:18]=[CH:19][C:20]([NH:22][C:14]=3[CH:13]=2)=[O:21])[CH2:5][CH2:4][N:3]([C:23]2[CH:28]=[CH:27][CH:26]=[C:25]([Cl:29])[C:24]=2[Cl:30])[CH2:2]1.C(N(CC)CC)C.[CH2:38]([N:40]([CH2:44][CH3:45])[C:41](Cl)=[O:42])[CH3:39], predict the reaction product. The product is: [CH2:38]([N:40]([CH2:44][CH3:45])[C:41](=[O:42])[O:21][C:20]1[CH:19]=[CH:18][C:15]2[C:14](=[CH:13][C:12]([O:11][CH2:10][CH2:9][CH2:8][CH2:7][N:6]3[CH2:5][CH2:4][N:3]([C:23]4[CH:28]=[CH:27][CH:26]=[C:25]([Cl:29])[C:24]=4[Cl:30])[CH2:2][CH2:1]3)=[CH:17][CH:16]=2)[N:22]=1)[CH3:39].